From a dataset of Catalyst prediction with 721,799 reactions and 888 catalyst types from USPTO. Predict which catalyst facilitates the given reaction. (1) Reactant: CC1C=CC(S(O[N:12]=[C:13]2[C:22]3[C:17](=[CH:18][CH:19]=[C:20]([O:23][CH2:24][C:25]4[CH:30]=[CH:29][CH:28]=[CH:27][CH:26]=4)[CH:21]=3)[CH2:16][CH2:15][CH2:14]2)(=O)=O)=CC=1.CC([O-])=[O:33].[K+]. Product: [CH2:24]([O:23][C:20]1[CH:19]=[CH:18][C:17]2[CH2:16][CH2:15][CH2:14][C:13](=[O:33])[NH:12][C:22]=2[CH:21]=1)[C:25]1[CH:30]=[CH:29][CH:28]=[CH:27][CH:26]=1. The catalyst class is: 315. (2) Reactant: [CH3:1][I:2].[N:3]1([CH2:10][CH2:11][CH:12]([C:19]2[CH:24]=[C:23]([CH3:25])[CH:22]=[CH:21][C:20]=2[OH:26])[C:13]2[CH:18]=[CH:17][CH:16]=[CH:15][CH:14]=2)[CH2:9][CH2:8][CH2:7][CH2:6][CH2:5][CH2:4]1. Product: [I-:2].[OH:26][C:20]1[CH:21]=[CH:22][C:23]([CH3:25])=[CH:24][C:19]=1[CH:12]([C:13]1[CH:18]=[CH:17][CH:16]=[CH:15][CH:14]=1)[CH2:11][CH2:10][N+:3]1([CH3:1])[CH2:9][CH2:8][CH2:7][CH2:6][CH2:5][CH2:4]1. The catalyst class is: 2. (3) Reactant: [H-].[Na+].[Si:3]([O:10][C@H:11]1[CH2:15][CH2:14][NH:13][C:12]1=[O:16])([C:6]([CH3:9])([CH3:8])[CH3:7])([CH3:5])[CH3:4].Br[CH2:18][C:19]1[CH:24]=[CH:23][C:22]([CH:25]([F:27])[F:26])=[CH:21][CH:20]=1. Product: [Si:3]([O:10][C@H:11]1[CH2:15][CH2:14][N:13]([CH2:18][C:19]2[CH:24]=[CH:23][C:22]([CH:25]([F:27])[F:26])=[CH:21][CH:20]=2)[C:12]1=[O:16])([C:6]([CH3:9])([CH3:8])[CH3:7])([CH3:5])[CH3:4]. The catalyst class is: 1. (4) Product: [F:1][C:2]1[CH:8]=[C:7]([F:9])[CH:6]=[C:4]2[C:3]=1[CH:11]=[CH:12][C:13]([CH3:14])=[N:5]2. The catalyst class is: 51. Reactant: [F:1][C:2]1[CH:3]=[C:4]([CH:6]=[C:7]([F:9])[CH:8]=1)[NH2:5].Cl.[CH:11](=O)/[CH:12]=[CH:13]/[CH3:14].[OH-].[Na+]. (5) Reactant: [C:1]([N:4]1[C:13]2[C:8](=[C:9]3[CH:16]=[CH:15][N:14](S(C4C=CC(C)=CC=4)(=O)=O)[C:10]3=[CH:11][CH:12]=2)[CH:7]([NH:27][C:28]2[CH:33]=[CH:32][C:31]([Cl:34])=[CH:30][CH:29]=2)[CH2:6][CH:5]1[CH3:35])(=[O:3])[CH3:2].[OH-].[Na+].[Cl-].[NH4+]. Product: [C:1]([N:4]1[C:13]2[C:8](=[C:9]3[CH:16]=[CH:15][NH:14][C:10]3=[CH:11][CH:12]=2)[C@H:7]([NH:27][C:28]2[CH:33]=[CH:32][C:31]([Cl:34])=[CH:30][CH:29]=2)[CH2:6][C@@H:5]1[CH3:35])(=[O:3])[CH3:2]. The catalyst class is: 5. (6) Reactant: [Cl:1][C:2]1[CH:14]=[C:13]([Cl:15])[C:12]([O:16][C:17]2[N:21]([CH3:22])[N:20]=[C:19]([CH3:23])[C:18]=2/[CH:24]=[CH:25]/[CH2:26][OH:27])=[CH:11][C:3]=1[O:4][C@@H:5]([CH3:10])[C:6]([O:8][CH3:9])=[O:7].[CH2:28]([N:30]=[C:31]=[O:32])[CH3:29]. Product: [Cl:1][C:2]1[CH:14]=[C:13]([Cl:15])[C:12]([O:16][C:17]2[N:21]([CH3:22])[N:20]=[C:19]([CH3:23])[C:18]=2/[CH:24]=[CH:25]/[CH2:26][O:27][C:31](=[O:32])[NH:30][CH2:28][CH3:29])=[CH:11][C:3]=1[O:4][C@@H:5]([CH3:10])[C:6]([O:8][CH3:9])=[O:7]. The catalyst class is: 17. (7) Reactant: [C:1]1([C:18]2[CH:23]=[CH:22][CH:21]=[CH:20][CH:19]=2)[CH:6]=[CH:5][CH:4]=[CH:3][C:2]=1[CH2:7][N:8]1[C:12]([CH3:13])=[C:11]([C:14]([O:16]C)=[O:15])[N:10]=[N:9]1.[OH-].[Na+]. Product: [C:1]1([C:18]2[CH:23]=[CH:22][CH:21]=[CH:20][CH:19]=2)[CH:6]=[CH:5][CH:4]=[CH:3][C:2]=1[CH2:7][N:8]1[C:12]([CH3:13])=[C:11]([C:14]([OH:16])=[O:15])[N:10]=[N:9]1. The catalyst class is: 5. (8) Reactant: [F:1][C:2]1[CH:10]=[C:9]([F:11])[CH:8]=[CH:7][C:3]=1[C:4](O)=[O:5].C(Cl)(=O)C([Cl:15])=O. Product: [F:1][C:2]1[CH:10]=[C:9]([F:11])[CH:8]=[CH:7][C:3]=1[C:4]([Cl:15])=[O:5]. The catalyst class is: 59. (9) Reactant: Br[C:2]1[CH:7]=[CH:6][C:5]([C@@H:8]([CH3:40])[CH2:9][O:10][C:11]([NH:13][C:14]2[CH:15]=[C:16]([F:39])[C:17]([O:33][CH2:34][CH2:35][CH2:36][O:37][CH3:38])=[C:18]([CH:32]=2)[CH2:19][N:20]([CH3:31])[C:21](=[O:30])[O:22][CH2:23][C:24]2[CH:29]=[CH:28][CH:27]=[CH:26][CH:25]=2)=[O:12])=[C:4]([CH3:41])[CH:3]=1.CC1(C)C[O:47][B:46](B2OCC(C)(C)CO2)[O:45]C1.C([O-])(=O)C.[K+]. Product: [CH2:23]([O:22][C:21]([N:20]([CH2:19][C:18]1[CH:32]=[C:14]([NH:13][C:11]([O:10][CH2:9][C@@H:8]([C:5]2[CH:6]=[CH:7][C:2]([B:46]([OH:47])[OH:45])=[CH:3][C:4]=2[CH3:41])[CH3:40])=[O:12])[CH:15]=[C:16]([F:39])[C:17]=1[O:33][CH2:34][CH2:35][CH2:36][O:37][CH3:38])[CH3:31])=[O:30])[C:24]1[CH:29]=[CH:28][CH:27]=[CH:26][CH:25]=1. The catalyst class is: 418.